Task: Predict the reactants needed to synthesize the given product.. Dataset: Full USPTO retrosynthesis dataset with 1.9M reactions from patents (1976-2016) Given the product [Cl:17][C:7]1[C:8]([C:10]2[CH:15]=[CH:14][C:13]([Cl:16])=[CH:12][CH:11]=2)=[CH:9][C:4]([C:3]([OH:18])=[O:2])=[CH:5][N:6]=1, predict the reactants needed to synthesize it. The reactants are: C[O:2][C:3](=[O:18])[C:4]1[CH:9]=[C:8]([C:10]2[CH:15]=[CH:14][C:13]([Cl:16])=[CH:12][CH:11]=2)[C:7]([Cl:17])=[N:6][CH:5]=1.O.[OH-].[Li+].Cl.